This data is from Reaction yield outcomes from USPTO patents with 853,638 reactions. The task is: Predict the reaction yield, written as a fraction of the theoretical maximum amount of product (1.0 means a 100% yield; for example, 0.34 means a 34% yield). (1) The reactants are C(=O)([O-])[O-].[K+].[K+].[Cl:7][C:8]1[CH:13]=[C:12](I)[CH:11]=[C:10]([Cl:15])[N:9]=1.[F:16][C:17]([F:28])([F:27])[C:18]1[N:23]=[CH:22][C:21](B(O)O)=[CH:20][CH:19]=1.O. The catalyst is O1CCOCC1.C1C=CC(P(C2C=CC=CC=2)[C-]2C=CC=C2)=CC=1.C1C=CC(P(C2C=CC=CC=2)[C-]2C=CC=C2)=CC=1.Cl[Pd]Cl.[Fe+2]. The product is [Cl:7][C:8]1[CH:13]=[C:12]([C:21]2[CH:22]=[N:23][C:18]([C:17]([F:28])([F:27])[F:16])=[CH:19][CH:20]=2)[CH:11]=[C:10]([Cl:15])[N:9]=1. The yield is 0.890. (2) The reactants are C([NH:5][S:6]([C:9]1[S:10][C:11]([C:14]2[N:19]=[C:18]([NH:20][C:21]3[CH:25]=[C:24]([CH:26]4[CH2:28][CH2:27]4)[NH:23][N:22]=3)[C:17]([CH2:29][CH2:30][CH2:31][OH:32])=[CH:16][N:15]=2)=[CH:12][CH:13]=1)(=[O:8])=[O:7])(C)(C)C. The catalyst is C(O)(C(F)(F)F)=O. The product is [CH:26]1([C:24]2[NH:23][N:22]=[C:21]([NH:20][C:18]3[C:17]([CH2:29][CH2:30][CH2:31][OH:32])=[CH:16][N:15]=[C:14]([C:11]4[S:10][C:9]([S:6]([NH2:5])(=[O:8])=[O:7])=[CH:13][CH:12]=4)[N:19]=3)[CH:25]=2)[CH2:28][CH2:27]1. The yield is 0.667. (3) The reactants are IC1C=CC([C:8]2[CH:13]=[CH:12][CH:11]=[CH:10][C:9]=2[N:14](C(=O)C)C2C=CC=CC=2)=CC=1.[C:24]1([C:43]2[CH:48]=[CH:47][CH:46]=[CH:45][CH:44]=2)[CH:29]=[CH:28][C:27]([NH:30][C:31]2[CH:36]=[CH:35][C:34]([C:37]3[CH:42]=[CH:41][CH:40]=[CH:39][CH:38]=3)=[CH:33][CH:32]=2)=[CH:26][CH:25]=1.C(=O)([O-])[O-].[K+].[K+].[CH3:55][CH2:56][CH2:57][CH2:58][CH2:59][CH2:60][CH2:61][CH2:62][CH2:63][CH2:64][CH2:65][CH3:66].[OH-].[K+]. The catalyst is C(O)CC(C)C.[Cu].O. The product is [C:34]1([C:37]2[CH:42]=[CH:41][CH:40]=[CH:39][CH:38]=2)[CH:35]=[CH:36][C:31]([N:30]([C:64]2[CH:65]=[CH:66][C:61]([C:60]3[CH:55]=[CH:56][CH:57]=[CH:58][CH:59]=3)=[CH:62][CH:63]=2)[C:27]2[CH:26]=[CH:25][C:24]([C:43]3[CH:44]=[CH:45][C:46]([NH:14][C:9]4[CH:10]=[CH:11][CH:12]=[CH:13][CH:8]=4)=[CH:47][CH:48]=3)=[CH:29][CH:28]=2)=[CH:32][CH:33]=1. The yield is 0.699.